This data is from Peptide-MHC class II binding affinity with 134,281 pairs from IEDB. The task is: Regression. Given a peptide amino acid sequence and an MHC pseudo amino acid sequence, predict their binding affinity value. This is MHC class II binding data. The peptide sequence is AAPEAARSLASSLPG. The MHC is HLA-DQA10501-DQB10301 with pseudo-sequence HLA-DQA10501-DQB10301. The binding affinity (normalized) is 0.800.